This data is from Forward reaction prediction with 1.9M reactions from USPTO patents (1976-2016). The task is: Predict the product of the given reaction. (1) Given the reactants Br[C:2]1[CH:3]=[C:4]2[C:9](=[CH:10][CH:11]=1)[N:8]([CH3:12])[C:7](=[O:13])[CH2:6][CH2:5]2.[CH3:14][C:15]1([CH3:31])[C:19]([CH3:21])([CH3:20])[O:18][B:17]([B:17]2[O:18][C:19]([CH3:21])([CH3:20])[C:15]([CH3:31])([CH3:14])[O:16]2)[O:16]1.ClCCl.C([O-])(=O)C.[K+], predict the reaction product. The product is: [CH3:12][N:8]1[C:9]2[C:4](=[CH:3][C:2]([B:17]3[O:18][C:19]([CH3:21])([CH3:20])[C:15]([CH3:31])([CH3:14])[O:16]3)=[CH:11][CH:10]=2)[CH2:5][CH2:6][C:7]1=[O:13]. (2) Given the reactants [NH2:1][C:2]1[N:6]([C:7]2[CH:12]=[CH:11][CH:10]=[CH:9][CH:8]=2)[N:5]=[C:4]([C:13]([CH3:17])([CH3:16])[CH2:14][OH:15])[CH:3]=1.N1C=CN=C1.[CH3:23][C:24]([Si:27](Cl)([CH3:29])[CH3:28])([CH3:26])[CH3:25], predict the reaction product. The product is: [Si:27]([O:15][CH2:14][C:13]([C:4]1[CH:3]=[C:2]([NH2:1])[N:6]([C:7]2[CH:12]=[CH:11][CH:10]=[CH:9][CH:8]=2)[N:5]=1)([CH3:17])[CH3:16])([C:24]([CH3:26])([CH3:25])[CH3:23])([CH3:29])[CH3:28].